Dataset: Reaction yield outcomes from USPTO patents with 853,638 reactions. Task: Predict the reaction yield, written as a fraction of the theoretical maximum amount of product (1.0 means a 100% yield; for example, 0.34 means a 34% yield). (1) The reactants are [Cl:1][C:2]1[CH:10]=[C:9]2[C:5]([C:6]([CH:11]=[O:12])=[CH:7][NH:8]2)=[CH:4][C:3]=1[C:13]1[CH:18]=[CH:17][C:16]([O:19][CH2:20][CH2:21][OH:22])=[CH:15][C:14]=1[F:23].Cl([O-])=[O:25].[Na+].CC(=CC)C.P([O-])(O)(O)=O.[Na+]. The catalyst is O.C(O)(C)(C)C. The product is [Cl:1][C:2]1[CH:10]=[C:9]2[C:5]([C:6]([C:11]([OH:25])=[O:12])=[CH:7][NH:8]2)=[CH:4][C:3]=1[C:13]1[CH:18]=[CH:17][C:16]([O:19][CH2:20][CH2:21][OH:22])=[CH:15][C:14]=1[F:23]. The yield is 0.590. (2) The product is [CH:12]([C:11]1[CH:14]=[CH:15][C:16]([O:17][CH3:18])=[C:9]([CH:10]=1)[CH2:8][O:19][C:20]1[C:25]([CH3:26])=[CH:24][C:23]([NH:27][C:28](=[O:30])[CH3:29])=[CH:22][C:21]=1[CH3:31])=[O:13]. The yield is 0.560. The catalyst is [I-].C([N+](CCCC)(CCCC)CCCC)CCC.C(#N)C. The reactants are C(=O)([O-])[O-].[K+].[K+].Cl[CH2:8][C:9]1[CH:10]=[C:11]([CH:14]=[CH:15][C:16]=1[O:17][CH3:18])[CH:12]=[O:13].[OH:19][C:20]1[C:25]([CH3:26])=[CH:24][C:23]([NH:27][C:28](=[O:30])[CH3:29])=[CH:22][C:21]=1[CH3:31]. (3) The product is [OH:1][C@H:2]1[C:6]2[N:7]=[CH:8][N:9]=[C:10]([CH:11]3[CH2:12][CH2:13][N:14]([C:17]([O:19][C:20]([CH3:23])([CH3:22])[CH3:21])=[O:18])[CH2:15][CH2:16]3)[C:5]=2[C@H:4]([CH3:24])[CH2:3]1. The catalyst is CCOC(C)=O.[Pd]. The yield is 0.780. The reactants are [OH:1][C@H:2]1[C:6]2[N:7]=[CH:8][N:9]=[C:10]([C:11]3[CH2:16][CH2:15][N:14]([C:17]([O:19][C:20]([CH3:23])([CH3:22])[CH3:21])=[O:18])[CH2:13][CH:12]=3)[C:5]=2[C@H:4]([CH3:24])[CH2:3]1. (4) The reactants are [CH3:1][C:2]([CH3:22])([CH3:21])[CH2:3][C:4]([NH:6][C:7]1[C:8]([CH3:20])=[CH:9][C:10]2[O:14][C:13]([CH3:16])([CH3:15])[C:12](=[O:17])[C:11]=2[C:18]=1[CH3:19])=[O:5]. The catalyst is C1COCC1.CCCCCC. The product is [CH3:1][C:2]([CH3:22])([CH3:21])[CH2:3][C:4]([NH:6][C:7]1[C:8]([CH3:20])=[CH:9][C:10]2[O:14][C:13]([CH3:15])([CH3:16])[CH:12]([OH:17])[C:11]=2[C:18]=1[CH3:19])=[O:5]. The yield is 0.820. (5) The reactants are [C:1]([O:5][C:6](=[O:16])[NH:7][CH2:8][C:9]1[CH:14]=[CH:13][CH:12]=[C:11]([OH:15])[CH:10]=1)([CH3:4])([CH3:3])[CH3:2].F[C:18]1[CH:23]=[CH:22][C:21]([N+:24]([O-:26])=[O:25])=[CH:20][N:19]=1.C([O-])([O-])=O.[K+].[K+].O. The catalyst is CN(C)C=O. The product is [C:1]([O:5][C:6](=[O:16])[NH:7][CH2:8][C:9]1[CH:14]=[CH:13][CH:12]=[C:11]([O:15][C:18]2[CH:23]=[CH:22][C:21]([N+:24]([O-:26])=[O:25])=[CH:20][N:19]=2)[CH:10]=1)([CH3:4])([CH3:2])[CH3:3]. The yield is 0.430. (6) The reactants are [CH:1]1([C:6]([OH:31])([CH2:21][C:22]2[O:23][C:24]([CH3:30])([CH3:29])[O:25][C:26](=[O:28])[CH:27]=2)[C:7]#[C:8][C:9]2[CH:14]=[CH:13][C:12]([C:15]3([C:18]#[N:19])[CH2:17][CH2:16]3)=[C:11]([F:20])[CH:10]=2)[CH2:5][CH2:4][CH2:3][CH2:2]1. The catalyst is CCO.[OH-].[OH-].[Pd+2]. The product is [CH:1]1([C:6]([OH:31])([CH2:21][C:22]2[O:23][C:24]([CH3:29])([CH3:30])[O:25][C:26](=[O:28])[CH:27]=2)[CH2:7][CH2:8][C:9]2[CH:14]=[CH:13][C:12]([C:15]3([C:18]#[N:19])[CH2:17][CH2:16]3)=[C:11]([F:20])[CH:10]=2)[CH2:5][CH2:4][CH2:3][CH2:2]1. The yield is 0.990.